From a dataset of NCI-60 drug combinations with 297,098 pairs across 59 cell lines. Regression. Given two drug SMILES strings and cell line genomic features, predict the synergy score measuring deviation from expected non-interaction effect. (1) Drug 1: C1=CC(=CC=C1CCC2=CNC3=C2C(=O)NC(=N3)N)C(=O)NC(CCC(=O)O)C(=O)O. Drug 2: CN(C)C1=NC(=NC(=N1)N(C)C)N(C)C. Cell line: SF-268. Synergy scores: CSS=17.6, Synergy_ZIP=-4.33, Synergy_Bliss=3.40, Synergy_Loewe=-54.3, Synergy_HSA=-1.52. (2) Synergy scores: CSS=39.3, Synergy_ZIP=-2.75, Synergy_Bliss=-3.89, Synergy_Loewe=-21.2, Synergy_HSA=-3.19. Drug 2: C1CCC(C(C1)N)N.C(=O)(C(=O)[O-])[O-].[Pt+4]. Cell line: MALME-3M. Drug 1: CCCCC(=O)OCC(=O)C1(CC(C2=C(C1)C(=C3C(=C2O)C(=O)C4=C(C3=O)C=CC=C4OC)O)OC5CC(C(C(O5)C)O)NC(=O)C(F)(F)F)O. (3) Drug 1: COC1=CC(=CC(=C1O)OC)C2C3C(COC3=O)C(C4=CC5=C(C=C24)OCO5)OC6C(C(C7C(O6)COC(O7)C8=CC=CS8)O)O. Drug 2: C1=NC2=C(N1)C(=S)N=C(N2)N. Cell line: SNB-75. Synergy scores: CSS=48.9, Synergy_ZIP=-11.5, Synergy_Bliss=-2.27, Synergy_Loewe=-2.45, Synergy_HSA=1.34. (4) Drug 1: C1=CN(C=N1)CC(O)(P(=O)(O)O)P(=O)(O)O. Synergy scores: CSS=13.5, Synergy_ZIP=-4.14, Synergy_Bliss=-1.29, Synergy_Loewe=-9.85, Synergy_HSA=-0.514. Cell line: UACC-257. Drug 2: CC1=C(C(=O)C2=C(C1=O)N3CC4C(C3(C2COC(=O)N)OC)N4)N. (5) Drug 1: CC1OCC2C(O1)C(C(C(O2)OC3C4COC(=O)C4C(C5=CC6=C(C=C35)OCO6)C7=CC(=C(C(=C7)OC)O)OC)O)O. Drug 2: C1=NC2=C(N=C(N=C2N1C3C(C(C(O3)CO)O)F)Cl)N. Cell line: HOP-92. Synergy scores: CSS=52.4, Synergy_ZIP=-0.588, Synergy_Bliss=-1.17, Synergy_Loewe=3.46, Synergy_HSA=5.54.